This data is from Reaction yield outcomes from USPTO patents with 853,638 reactions. The task is: Predict the reaction yield, written as a fraction of the theoretical maximum amount of product (1.0 means a 100% yield; for example, 0.34 means a 34% yield). (1) The reactants are [OH:1][N:2]=[C:3](Cl)[C:4]1[CH:9]=[CH:8][CH:7]=[C:6]([N:10]2[CH:14]=[N:13][CH:12]=[N:11]2)[CH:5]=1.C([O-])(O)=O.[Na+].[Cl:21][C:22]1[CH:27]=[C:26]([C:28]([C:30]([F:33])([F:32])[F:31])=[CH2:29])[CH:25]=[C:24]([Cl:34])[CH:23]=1. The catalyst is C1COCC1. The product is [Cl:21][C:22]1[CH:27]=[C:26]([C:28]2([C:30]([F:33])([F:31])[F:32])[O:1][N:2]=[C:3]([C:4]3[CH:5]=[C:6]([N:10]4[CH:14]=[N:13][CH:12]=[N:11]4)[CH:7]=[CH:8][CH:9]=3)[CH2:29]2)[CH:25]=[C:24]([Cl:34])[CH:23]=1. The yield is 0.150. (2) The reactants are [CH3:1][NH:2][C:3]1[S:4][C:5]([CH2:8][NH:9][C:10]2[S:11][CH:12]=[CH:13][N:14]=2)=[CH:6][N:7]=1.CCOCC.[ClH:20]. No catalyst specified. The product is [ClH:20].[ClH:20].[CH3:1][NH:2][C:3]1[S:4][C:5]([CH2:8][NH:9][C:10]2[S:11][CH:12]=[CH:13][N:14]=2)=[CH:6][N:7]=1. The yield is 0.790.